Dataset: Forward reaction prediction with 1.9M reactions from USPTO patents (1976-2016). Task: Predict the product of the given reaction. (1) Given the reactants [CH2:1]([C:3]1[O:4][CH:5]=[C:6]([C:8]2[CH:32]=[CH:31][C:11]([O:12][C:13]3[CH:18]=[CH:17][C:16]([CH:19]([OH:30])[CH2:20][C:21]([NH:26]C(=O)C)([CH2:24][OH:25])[CH2:22][OH:23])=[CH:15][CH:14]=3)=[CH:10][CH:9]=2)[N:7]=1)[CH3:2].[OH-].[Na+], predict the reaction product. The product is: [NH2:26][C:21]([CH2:22][OH:23])([CH2:24][OH:25])[CH2:20][CH:19]([C:16]1[CH:15]=[CH:14][C:13]([O:12][C:11]2[CH:31]=[CH:32][C:8]([C:6]3[N:7]=[C:3]([CH2:1][CH3:2])[O:4][CH:5]=3)=[CH:9][CH:10]=2)=[CH:18][CH:17]=1)[OH:30]. (2) Given the reactants [F:1][C:2]([F:7])([F:6])[C:3]([OH:5])=[O:4].[CH2:8]([O:12][C:13]1([C:24]2[CH:29]=[CH:28][CH:27]=[CH:26][CH:25]=2)[CH2:16][N:15](C(OC(C)(C)C)=O)[CH2:14]1)[CH2:9][CH2:10][CH3:11], predict the reaction product. The product is: [F:1][C:2]([F:7])([F:6])[C:3]([OH:5])=[O:4].[CH2:8]([O:12][C:13]1([C:24]2[CH:29]=[CH:28][CH:27]=[CH:26][CH:25]=2)[CH2:16][NH:15][CH2:14]1)[CH2:9][CH2:10][CH3:11]. (3) Given the reactants [CH:1]([C:4]1[CH:9]=[C:8]([O:10][CH3:11])[CH:7]=[CH:6][C:5]=1[S:12]([C:15]1[CH:20]=[CH:19][C:18]([CH3:21])=[CH:17][CH:16]=1)(=[O:14])=[O:13])([CH3:3])[CH3:2].[C:22](Cl)(=[O:24])[CH3:23].[Al+3].[Cl-].[Cl-].[Cl-], predict the reaction product. The product is: [CH:1]([C:4]1[C:5]([S:12]([C:15]2[CH:16]=[CH:17][C:18]([CH3:21])=[CH:19][CH:20]=2)(=[O:13])=[O:14])=[CH:6][C:7]([C:22](=[O:24])[CH3:23])=[C:8]([O:10][CH3:11])[CH:9]=1)([CH3:3])[CH3:2]. (4) Given the reactants [OH:1][CH:2]1[CH2:6][C:5](=[O:7])[CH:4]=[CH:3]1.C(N(CC)CC)C.Cl[Si:16]([CH3:19])([CH3:18])[CH3:17], predict the reaction product. The product is: [CH3:17][Si:16]([CH3:19])([CH3:18])[O:7][CH:5]1[CH2:6][C:2](=[O:1])[CH:3]=[CH:4]1.